From a dataset of hERG Central: cardiac toxicity at 1µM, 10µM, and general inhibition. Predict hERG channel inhibition at various concentrations. (1) The compound is CCCCCn1c(CN2CCN(C(=O)OCC)CC2)nc2c1c(=O)[nH]c(=O)n2C. Results: hERG_inhib (hERG inhibition (general)): blocker. (2) The molecule is Cc1ccccc1CC1(CO)CCCN(Cc2nc(-c3cccs3)oc2C)C1. Results: hERG_inhib (hERG inhibition (general)): blocker. (3) The drug is Cc1nnc(N2CCCC(C(=O)NCc3ccccc3F)C2)c2nn(-c3ccccc3)c(C)c12. Results: hERG_inhib (hERG inhibition (general)): blocker. (4) The molecule is O=C(CN1CCN(CCC(=O)Nc2ccccc2F)CC1)Nc1ccc(F)cc1. Results: hERG_inhib (hERG inhibition (general)): blocker. (5) The compound is CCOc1ccccc1Nc1nc(N)nc(CN(C)C2CCCCC2)n1. Results: hERG_inhib (hERG inhibition (general)): blocker. (6) The molecule is Cc1sc2ncnc(NCc3cccs3)c2c1C. Results: hERG_inhib (hERG inhibition (general)): blocker. (7) The compound is Cc1ccc(C)c2c(N)c3c(nc12)CCCCC3.O=C(O)c1cncc(Br)c1. Results: hERG_inhib (hERG inhibition (general)): blocker.